This data is from Peptide-MHC class II binding affinity with 134,281 pairs from IEDB. The task is: Regression. Given a peptide amino acid sequence and an MHC pseudo amino acid sequence, predict their binding affinity value. This is MHC class II binding data. (1) The peptide sequence is MFFVKNPTDTGHGTV. The MHC is DRB1_0901 with pseudo-sequence DRB1_0901. The binding affinity (normalized) is 0.550. (2) The peptide sequence is LAARTLLAAADELVG. The MHC is HLA-DQA10401-DQB10402 with pseudo-sequence HLA-DQA10401-DQB10402. The binding affinity (normalized) is 0.536. (3) The peptide sequence is PALLALLALPALLLL. The MHC is HLA-DQA10501-DQB10201 with pseudo-sequence HLA-DQA10501-DQB10201. The binding affinity (normalized) is 0.408. (4) The peptide sequence is PPPPQLGASPYKLGP. The MHC is HLA-DQA10501-DQB10301 with pseudo-sequence HLA-DQA10501-DQB10301. The binding affinity (normalized) is 0.567. (5) The peptide sequence is ESTGGAYDTYKSIPS. The MHC is DRB1_0101 with pseudo-sequence DRB1_0101. The binding affinity (normalized) is 0.526.